Predict the reactants needed to synthesize the given product. From a dataset of Full USPTO retrosynthesis dataset with 1.9M reactions from patents (1976-2016). (1) Given the product [Cl:1][C:2]1[CH:3]=[CH:4][C:5]([O:6][C:7]2[CH:12]=[CH:11][C:10]([N:13]3[C@@H:17]([C:18]4[CH:23]=[CH:22][CH:21]=[C:20]([C:24]([F:25])([F:26])[F:27])[CH:19]=4)[CH2:16][C@H:15]([CH2:28][CH2:29][CH2:30][OH:43])[C:14]3=[O:31])=[CH:9][CH:8]=2)=[CH:32][CH:33]=1, predict the reactants needed to synthesize it. The reactants are: [Cl:1][C:2]1[CH:33]=[CH:32][C:5]([O:6][C:7]2[CH:12]=[CH:11][C:10]([N:13]3[C@@H:17]([C:18]4[CH:23]=[CH:22][CH:21]=[C:20]([C:24]([F:27])([F:26])[F:25])[CH:19]=4)[CH2:16][C@H:15]([CH2:28][CH:29]=[CH2:30])[C:14]3=[O:31])=[CH:9][CH:8]=2)=[CH:4][CH:3]=1.B1C2CCCC1CCC2.[OH-:43].[Na+].OO. (2) Given the product [NH2:9][C:8]1[C:7]2[C:2](=[CH:3][C:4]([O:18][CH3:19])=[C:5]([O:16][CH3:17])[C:6]=2[C:10]2[CH:15]=[CH:14][CH:13]=[CH:12][N:11]=2)[N:1]=[C:20]([N:22]2[CH2:31][CH2:30][C:29]3[C:24](=[CH:25][CH:26]=[CH:27][C:28]=3[NH:32][S:33]([CH3:36])(=[O:35])=[O:34])[CH2:23]2)[N:21]=1, predict the reactants needed to synthesize it. The reactants are: [NH2:1][C:2]1[C:7]([C:8]#[N:9])=[C:6]([C:10]2[CH:15]=[CH:14][CH:13]=[CH:12][N:11]=2)[C:5]([O:16][CH3:17])=[C:4]([O:18][CH3:19])[CH:3]=1.[C:20]([N:22]1[CH2:31][CH2:30][C:29]2[C:24](=[CH:25][CH:26]=[CH:27][C:28]=2[NH:32][S:33]([CH3:36])(=[O:35])=[O:34])[CH2:23]1)#[N:21].O.Cl. (3) Given the product [OH:10][C:8]1[CH:7]=[C:4]([CH:3]=[C:2]([B:35]2[O:39][C:38]([CH3:41])([CH3:40])[C:37]([CH3:43])([CH3:42])[O:36]2)[CH:9]=1)[C:5]#[N:6], predict the reactants needed to synthesize it. The reactants are: Cl[C:2]1[CH:3]=[C:4]([CH:7]=[C:8]([OH:10])[CH:9]=1)[C:5]#[N:6].C1(P(C2CCCCC2)C2CCCCC2)CCCCC1.CC([O-])=O.[K+].[B:35]1([B:35]2[O:39][C:38]([CH3:41])([CH3:40])[C:37]([CH3:43])([CH3:42])[O:36]2)[O:39][C:38]([CH3:41])([CH3:40])[C:37]([CH3:43])([CH3:42])[O:36]1. (4) Given the product [CH3:1][C:2]([CH3:22])([CH3:21])[C@H:3]([O:20][C:24]([NH:23][C@@H:26]([CH2:31][CH2:32][CH2:33][CH3:34])[C:27]([O:29][CH3:30])=[O:28])=[O:25])[CH2:4][C:5]1[O:6][C:7]([C:10]2[CH:15]=[CH:14][C:13]([C:16]([F:19])([F:18])[F:17])=[CH:12][CH:11]=2)=[N:8][N:9]=1, predict the reactants needed to synthesize it. The reactants are: [CH3:1][C:2]([CH3:22])([CH3:21])[C@H:3]([OH:20])[CH2:4][C:5]1[O:6][C:7]([C:10]2[CH:15]=[CH:14][C:13]([C:16]([F:19])([F:18])[F:17])=[CH:12][CH:11]=2)=[N:8][N:9]=1.[N:23]([C@@H:26]([CH2:31][CH2:32][CH2:33][CH3:34])[C:27]([O:29][CH3:30])=[O:28])=[C:24]=[O:25].